From a dataset of Catalyst prediction with 721,799 reactions and 888 catalyst types from USPTO. Predict which catalyst facilitates the given reaction. (1) The catalyst class is: 10. Product: [CH2:16]([N:13]1[C:4]2=[N:5][CH:6]=[C:7]([C:8]([O:10][CH2:11][CH3:12])=[O:9])[C:2]([NH:25][CH:21]3[CH2:22][CH2:23][CH2:24][O:19][CH2:20]3)=[C:3]2[CH:15]=[N:14]1)[CH3:17]. Reactant: Cl[C:2]1[C:7]([C:8]([O:10][CH2:11][CH3:12])=[O:9])=[CH:6][N:5]=[C:4]2[N:13]([CH2:16][CH3:17])[N:14]=[CH:15][C:3]=12.Cl.[O:19]1[CH2:24][CH2:23][CH2:22][CH:21]([NH2:25])[CH2:20]1.C(N(CC)C(C)C)(C)C. (2) Reactant: FC1C=CC(N2C(C=O)=CN=C2S)=CC=1.[F:16][C:17]1[CH:22]=[CH:21][C:20]([N:23]2[C:27]([C:28](N(OC)C)=[O:29])=[CH:26][N:25]=[C:24]2[S:34][CH2:35][C:36]2[C:41]([F:42])=[CH:40][CH:39]=[C:38]([F:43])[C:37]=2[F:44])=[CH:19][CH:18]=1.[H-].C([Al+]CC(C)C)C(C)C. Product: [F:16][C:17]1[CH:22]=[CH:21][C:20]([N:23]2[C:27]([CH:28]=[O:29])=[CH:26][N:25]=[C:24]2[S:34][CH2:35][C:36]2[C:41]([F:42])=[CH:40][CH:39]=[C:38]([F:43])[C:37]=2[F:44])=[CH:19][CH:18]=1. The catalyst class is: 1. (3) Reactant: Br[C:2]1[CH:3]=[C:4]([CH2:12][OH:13])[CH:5]=[N:6][C:7]=1[O:8][CH2:9][CH2:10][CH3:11].[F:14][C:15]1[CH:16]=[C:17](B(O)O)[CH:18]=[CH:19][C:20]=1[F:21].C([O-])([O-])=O.[K+].[K+]. Product: [F:14][C:15]1[CH:16]=[C:17]([C:2]2[CH:3]=[C:4]([CH2:12][OH:13])[CH:5]=[N:6][C:7]=2[O:8][CH2:9][CH2:10][CH3:11])[CH:18]=[CH:19][C:20]=1[F:21]. The catalyst class is: 587. (4) Reactant: [Cl:1][C:2]1[C:3]([O:29][C:30]2[CH:31]=[C:32]([C:43]3[CH:48]=[CH:47][C:46]([F:49])=[CH:45][CH:44]=3)[C:33]([Cl:42])=[CH:34][C:35]=2[C:36]2[CH:41]=[CH:40][N:39]=[N:38][CH:37]=2)=[CH:4][C:5]([F:28])=[C:6]([S:8]([N:11](CC2C=CC(OC)=CC=2OC)[C:12]2[S:13][CH:14]=[N:15][N:16]=2)(=[O:10])=[O:9])[CH:7]=1.CO. The catalyst class is: 89. Product: [Cl:1][C:2]1[C:3]([O:29][C:30]2[CH:31]=[C:32]([C:43]3[CH:48]=[CH:47][C:46]([F:49])=[CH:45][CH:44]=3)[C:33]([Cl:42])=[CH:34][C:35]=2[C:36]2[CH:41]=[CH:40][N:39]=[N:38][CH:37]=2)=[CH:4][C:5]([F:28])=[C:6]([S:8]([NH:11][C:12]2[S:13][CH:14]=[N:15][N:16]=2)(=[O:10])=[O:9])[CH:7]=1. (5) Reactant: [Cl:1][C:2]1[CH:7]=[CH:6][C:5]([C:8]2[C:9]([C:16]3[CH:21]=[CH:20][CH:19]=[CH:18][CH:17]=3)=[CH:10][N:11]3[C:15]=2[CH2:14][CH2:13][CH2:12]3)=[CH:4][CH:3]=1.C(N([CH2:27][CH3:28])CC)C.[O:29]=[C:30](Cl)[O:31]C(Cl)(Cl)Cl.C(O)C. Product: [Cl:1][C:2]1[CH:3]=[CH:4][C:5]([C:8]2[C:9]([C:16]3[CH:17]=[CH:18][CH:19]=[CH:20][CH:21]=3)=[C:10]([C:30]([O:31][CH2:27][CH3:28])=[O:29])[N:11]3[C:15]=2[CH2:14][CH2:13][CH2:12]3)=[CH:6][CH:7]=1. The catalyst class is: 1.